Dataset: Retrosynthesis with 50K atom-mapped reactions and 10 reaction types from USPTO. Task: Predict the reactants needed to synthesize the given product. The reactants are: COc1cc(C)c(B(O)O)cn1.FC(F)(F)c1cc(Br)c2cn[nH]c2c1. Given the product COc1cc(C)c(-c2cc(C(F)(F)F)cc3[nH]ncc23)cn1, predict the reactants needed to synthesize it.